From a dataset of Reaction yield outcomes from USPTO patents with 853,638 reactions. Predict the reaction yield, written as a fraction of the theoretical maximum amount of product (1.0 means a 100% yield; for example, 0.34 means a 34% yield). (1) The reactants are [CH3:1][C:2]([CH3:25])([CH3:24])[CH2:3][C:4]([N:6]([C@H:15]1[CH2:19][NH:18][C@H:17]([C:20]([O:22][CH3:23])=[O:21])[CH2:16]1)C1C=CC=C(OC)C=1)=[O:5].[CH:26]1[C:31]([CH:32]=O)=[CH:30][C:29]2[O:34][CH2:35][O:36][C:28]=2[CH:27]=1.C([BH3-])#N.[Na+]. The catalyst is C(O)(=O)C.ClCCCl. The product is [O:36]1[C:28]2[CH:27]=[CH:26][C:31]([CH2:32][N:18]3[CH2:19][C@H:15]([N:6]([C:4](=[O:5])[CH2:3][C:2]([CH3:1])([CH3:25])[CH3:24])[CH2:32][C:31]4[CH:26]=[CH:27][CH:28]=[C:29]([O:34][CH3:35])[CH:30]=4)[CH2:16][C@H:17]3[C:20]([O:22][CH3:23])=[O:21])=[CH:30][C:29]=2[O:34][CH2:35]1. The yield is 0.714. (2) The reactants are [C:1]([O:5][C:6]([N:8]1[CH2:13][CH2:12][NH:11][CH2:10][C@@H:9]1[C@@H:14]([OH:27])[C@H:15]([NH:23][C:24](=[O:26])[CH3:25])[CH2:16][C:17]1[CH:22]=[CH:21][CH:20]=[CH:19][CH:18]=1)=[O:7])([CH3:4])([CH3:3])[CH3:2].[CH3:28][CH:29]([CH3:35])[CH2:30][CH2:31][C:32](O)=[O:33].CCN=C=NCCCN(C)C.C1C=CC2N(O)N=NC=2C=1.C(N(CC)CC)C.CN(C1C=CC=CN=1)C. The catalyst is C(Cl)Cl. The product is [C:1]([O:5][C:6]([N:8]1[CH2:13][CH2:12][N:11]([C:32](=[O:33])[CH2:31][CH2:30][CH:29]([CH3:35])[CH3:28])[CH2:10][C@@H:9]1[C@@H:14]([OH:27])[C@H:15]([NH:23][C:24](=[O:26])[CH3:25])[CH2:16][C:17]1[CH:18]=[CH:19][CH:20]=[CH:21][CH:22]=1)=[O:7])([CH3:4])([CH3:2])[CH3:3]. The yield is 0.480. (3) The reactants are [NH2:1][C@H:2]1[CH2:6][CH2:5][N:4]([C:7]2[S:8][C:9]([C:13]([O:15][CH2:16][CH3:17])=[O:14])=[C:10]([CH3:12])[N:11]=2)[CH2:3]1.[Cl:18][C:19]1[N:20]=[C:21]([C:26](O)=[O:27])[NH:22][C:23]=1[CH2:24][CH3:25].CCN=C=NCCCN(C)C.Cl.ON1C2C=CC=CC=2N=N1.CN1CCOCC1. No catalyst specified. The product is [Cl:18][C:19]1[N:20]=[C:21]([C:26]([NH:1][C@H:2]2[CH2:6][CH2:5][N:4]([C:7]3[S:8][C:9]([C:13]([O:15][CH2:16][CH3:17])=[O:14])=[C:10]([CH3:12])[N:11]=3)[CH2:3]2)=[O:27])[NH:22][C:23]=1[CH2:24][CH3:25]. The yield is 0.900. (4) The reactants are [CH2:1]([O:8][C:9]([N:11]1[C@@H:15]([CH2:16][CH2:17][N:18]2[CH2:25][CH2:24][C:21]3([CH2:23][CH2:22]3)[C@H:20]([OH:26])[CH2:19]2)[CH2:14][O:13]C1(C)C)=[O:10])[C:2]1[CH:7]=[CH:6][CH:5]=[CH:4][CH:3]=1. The catalyst is CO.O. The product is [CH2:1]([O:8][C:9](=[O:10])[NH:11][C@H:15]([CH2:14][OH:13])[CH2:16][CH2:17][N:18]1[CH2:25][CH2:24][C:21]2([CH2:23][CH2:22]2)[C@H:20]([OH:26])[CH2:19]1)[C:2]1[CH:7]=[CH:6][CH:5]=[CH:4][CH:3]=1. The yield is 0.950. (5) The reactants are N([O-])=O.[Na+].[CH:5]1([C:8]2[C:13](N)=[C:12]([I:15])[CH:11]=[C:10]([C:16]([F:19])([F:18])[F:17])[N:9]=2)[CH2:7][CH2:6]1.C1C=CN=CC=1.[FH:26]. No catalyst specified. The product is [CH:5]1([C:8]2[C:13]([F:26])=[C:12]([I:15])[CH:11]=[C:10]([C:16]([F:19])([F:18])[F:17])[N:9]=2)[CH2:7][CH2:6]1. The yield is 0.350. (6) The reactants are [C:1]([C:4]1[CH:14]=[C:8]([C:9]([O:11][CH2:12][CH3:13])=[O:10])[C:7]([OH:15])=[CH:6][CH:5]=1)(=[O:3])[CH3:2].Cl[C:17]1[C:26]2[C:21](=[CH:22][C:23]([O:29][CH3:30])=[C:24]([O:27][CH3:28])[CH:25]=2)[N:20]=[CH:19][CH:18]=1. The catalyst is CN(C)C1C=CN=CC=1.ClC1C=CC=CC=1Cl. The product is [C:1]([C:4]1[CH:5]=[CH:6][C:7]([O:15][C:17]2[C:26]3[C:21](=[CH:22][C:23]([O:29][CH3:30])=[C:24]([O:27][CH3:28])[CH:25]=3)[N:20]=[CH:19][CH:18]=2)=[C:8]([CH:14]=1)[C:9]([O:11][CH2:12][CH3:13])=[O:10])(=[O:3])[CH3:2]. The yield is 0.0500. (7) The reactants are [CH3:1][O:2][C:3]([C:5]1[CH:6]=[C:7]2[C:12](=[CH:13][CH:14]=1)[NH:11][CH:10]([C:15]1[CH:20]=[CH:19][CH:18]=[C:17]([O:21][CH3:22])[CH:16]=1)[C:9]([CH3:24])([CH3:23])[CH:8]2O)=[O:4].C([SiH](CC)CC)C.FC(F)(F)C(O)=O. No catalyst specified. The product is [CH3:1][O:2][C:3]([C:5]1[CH:6]=[C:7]2[C:12](=[CH:13][CH:14]=1)[NH:11][CH:10]([C:15]1[CH:20]=[CH:19][CH:18]=[C:17]([O:21][CH3:22])[CH:16]=1)[C:9]([CH3:24])([CH3:23])[CH2:8]2)=[O:4]. The yield is 0.500.